This data is from Forward reaction prediction with 1.9M reactions from USPTO patents (1976-2016). The task is: Predict the product of the given reaction. (1) Given the reactants [CH3:1][C:2]1([CH:8]([C:10]2[C:18]3[C:13](=[N:14][CH:15]=[C:16]([C:19]4[CH:24]=[C:23]([O:25][CH3:26])[C:22]([O:27][CH3:28])=[C:21]([O:29][CH3:30])[CH:20]=4)[N:17]=3)[NH:12][CH:11]=2)[OH:9])[CH2:7][CH2:6][CH2:5][CH2:4][CH2:3]1.CC(OI1(OC(C)=O)(OC(C)=O)OC(=O)C2C=CC=CC1=2)=O, predict the reaction product. The product is: [CH3:1][C:2]1([C:8]([C:10]2[C:18]3[C:13](=[N:14][CH:15]=[C:16]([C:19]4[CH:20]=[C:21]([O:29][CH3:30])[C:22]([O:27][CH3:28])=[C:23]([O:25][CH3:26])[CH:24]=4)[N:17]=3)[NH:12][CH:11]=2)=[O:9])[CH2:3][CH2:4][CH2:5][CH2:6][CH2:7]1. (2) The product is: [N:32]([C@H:2]([C@@H:5]1[O:9][C:8](=[O:10])[N:7]([C:11]([O:13][C:14]([CH3:17])([CH3:16])[CH3:15])=[O:12])[CH2:6]1)[CH2:3][CH3:4])=[N+:33]=[N-:34]. Given the reactants O[C@@H:2]([C@@H:5]1[O:9][C:8](=[O:10])[N:7]([C:11]([O:13][C:14]([CH3:17])([CH3:16])[CH3:15])=[O:12])[CH2:6]1)[CH2:3][CH3:4].C1C=CC(P([N:32]=[N+:33]=[N-:34])(C2C=CC=CC=2)=O)=CC=1.C1C=CC(P(C2C=CC=CC=2)C2C=CC=CC=2)=CC=1.CCOC(/N=N/C(OCC)=O)=O, predict the reaction product. (3) Given the reactants [CH2:1]([O:4][C:5]1[C:6]([CH2:31][CH3:32])=[C:7]([CH2:26][C:27]([O:29][CH3:30])=[O:28])[C:8]([C:15](=[O:25])[C:16]2[CH:21]=[CH:20][C:19]([O:22][CH3:23])=[C:18]([OH:24])[CH:17]=2)=[C:9]([O:11][CH2:12][CH:13]=[CH2:14])[CH:10]=1)[CH:2]=[CH2:3].C(=O)([O-])[O-].[K+].[K+].[I-].[Na+].Br[CH2:42][CH2:43][O:44][CH:45]1[CH2:50][CH2:49][CH2:48][CH2:47][O:46]1, predict the reaction product. The product is: [CH2:1]([O:4][C:5]1[C:6]([CH2:31][CH3:32])=[C:7]([CH2:26][C:27]([O:29][CH3:30])=[O:28])[C:8]([C:15](=[O:25])[C:16]2[CH:21]=[CH:20][C:19]([O:22][CH3:23])=[C:18]([O:24][CH2:42][CH2:43][O:44][CH:45]3[CH2:50][CH2:49][CH2:48][CH2:47][O:46]3)[CH:17]=2)=[C:9]([O:11][CH2:12][CH:13]=[CH2:14])[CH:10]=1)[CH:2]=[CH2:3]. (4) Given the reactants C([O:3][C:4](=[O:26])[C:5]1[CH:10]=[CH:9][C:8]([N:11]([CH3:25])[C:12]2[CH:21]=[CH:20][C:19]3[C:18]([CH3:22])=[CH:17][CH2:16][C:15]([CH3:24])([CH3:23])[C:14]=3[CH:13]=2)=[CH:7][CH:6]=1)C.[OH-].[K+], predict the reaction product. The product is: [CH3:25][N:11]([C:12]1[CH:21]=[CH:20][C:19]2[C:18]([CH3:22])=[CH:17][CH2:16][C:15]([CH3:24])([CH3:23])[C:14]=2[CH:13]=1)[C:8]1[CH:7]=[CH:6][C:5]([C:4]([OH:26])=[O:3])=[CH:10][CH:9]=1.